From a dataset of Full USPTO retrosynthesis dataset with 1.9M reactions from patents (1976-2016). Predict the reactants needed to synthesize the given product. (1) The reactants are: Br[C:2]1[S:6][C:5]([C@@:7]2([CH2:15][C:16]([O:18][CH2:19][CH2:20][Si:21]([CH3:24])([CH3:23])[CH3:22])=[O:17])[CH2:12][CH2:11][CH2:10][CH2:9][S:8]2(=O)=O)=[CH:4][CH:3]=1.C1(P(C2C=CC=CC=2)C2C=CC=CC=2)C=CC=CC=1.C(N(CC)CC)C.[C:51]([C:53]1[CH:58]=[CH:57][C:56]([O:59][CH3:60])=[CH:55][CH:54]=1)#[CH:52]. Given the product [CH3:60][O:59][C:56]1[CH:57]=[CH:58][C:53]([C:51]#[C:52][C:2]2[S:6][C:5]([C@@:7]3([CH2:15][C:16]([O:18][CH2:19][CH2:20][Si:21]([CH3:24])([CH3:23])[CH3:22])=[O:17])[CH2:12][CH2:11][CH2:10][CH2:9][S:8]3)=[CH:4][CH:3]=2)=[CH:54][CH:55]=1, predict the reactants needed to synthesize it. (2) Given the product [CH2:1]([C@H:8]1[CH2:12][O:11][C:10](=[O:13])[N:9]1[C:14](=[O:36])[C@@H:15]([O:25][C:26]1[CH:31]=[CH:30][C:29]([C:32]([CH3:34])([CH3:33])[CH3:35])=[CH:28][CH:27]=1)[CH2:16][C:17]1[CH:22]=[CH:21][C:20]([OH:23])=[CH:19][CH:18]=1)[C:2]1[CH:7]=[CH:6][CH:5]=[CH:4][CH:3]=1, predict the reactants needed to synthesize it. The reactants are: [CH2:1]([C@H:8]1[CH2:12][O:11][C:10](=[O:13])[N:9]1[C:14](=[O:36])[C@@H:15]([O:25][C:26]1[CH:31]=[CH:30][C:29]([C:32]([CH3:35])([CH3:34])[CH3:33])=[CH:28][CH:27]=1)[C@H:16](O)[C:17]1[CH:22]=[CH:21][C:20]([OH:23])=[CH:19][CH:18]=1)[C:2]1[CH:7]=[CH:6][CH:5]=[CH:4][CH:3]=1.C([SiH](CC)CC)C. (3) Given the product [C:17]([C:16]1[C:15]2[C:10](=[CH:11][C:12]([O:19][CH3:20])=[CH:13][CH:14]=2)[N:9]([CH2:21][CH3:22])[C:8]=1[C:5]1[CH:4]=[CH:3][C:2]([NH:1][S:26]([CH:25]=[CH2:24])(=[O:28])=[O:27])=[CH:7][CH:6]=1)#[N:18], predict the reactants needed to synthesize it. The reactants are: [NH2:1][C:2]1[CH:7]=[CH:6][C:5]([C:8]2[N:9]([CH2:21][CH3:22])[C:10]3[C:15]([C:16]=2[C:17]#[N:18])=[CH:14][CH:13]=[C:12]([O:19][CH3:20])[CH:11]=3)=[CH:4][CH:3]=1.Cl[CH2:24][CH2:25][S:26](Cl)(=[O:28])=[O:27]. (4) Given the product [CH2:33]([O:34][C:2]1[N:7]=[N:6][C:5]([N:8]2[CH2:13][CH2:12][N:11]([C:14]([C:16]3[CH:21]=[CH:20][CH:19]=[CH:18][C:17]=3[C:22]([F:25])([F:24])[F:23])=[O:15])[CH2:10][CH2:9]2)=[CH:4][CH:3]=1)[CH2:32][C:26]1[CH:31]=[CH:30][CH:29]=[CH:28][CH:27]=1, predict the reactants needed to synthesize it. The reactants are: Cl[C:2]1[N:7]=[N:6][C:5]([N:8]2[CH2:13][CH2:12][N:11]([C:14]([C:16]3[CH:21]=[CH:20][CH:19]=[CH:18][C:17]=3[C:22]([F:25])([F:24])[F:23])=[O:15])[CH2:10][CH2:9]2)=[CH:4][CH:3]=1.[C:26]1([CH2:32][CH2:33][OH:34])[CH:31]=[CH:30][CH:29]=[CH:28][CH:27]=1.[H-].[Na+].O.